The task is: Predict which catalyst facilitates the given reaction.. This data is from Catalyst prediction with 721,799 reactions and 888 catalyst types from USPTO. (1) Reactant: [CH3:1][S:2](Cl)(=[O:4])=[O:3].[OH:6][CH2:7][C@H:8]1[CH2:17][CH2:16][C:15]2[C:10](=[C:11]([O:18][CH:19]([CH3:21])[CH3:20])[CH:12]=[CH:13][CH:14]=2)[O:9]1. Product: [CH:19]([O:18][C:11]1[CH:12]=[CH:13][CH:14]=[C:15]2[C:10]=1[O:9][C@@H:8]([CH2:7][O:6][S:2]([CH3:1])(=[O:4])=[O:3])[CH2:17][CH2:16]2)([CH3:21])[CH3:20]. The catalyst class is: 228. (2) Reactant: [C:1]([O:5][C:6]([NH:8][C@H:9]([CH2:14][C:15]1[CH:20]=[CH:19][CH:18]=[CH:17][C:16]=1[F:21])[CH2:10][C:11]([OH:13])=O)=[O:7])([CH3:4])([CH3:3])[CH3:2].CN1CCOCC1.[NH2:29][C:30]1[C:31](=[O:47])[NH:32][C:33]2[C:38]([C:39]=1[C:40]1[CH:45]=[CH:44][C:43]([F:46])=[CH:42][CH:41]=1)=[CH:37][CH:36]=[CH:35][CH:34]=2.C[N+]1(C2N=C(OC)N=C(OC)N=2)CCOCC1.[Cl-]. Product: [C:1]([O:5][C:6](=[O:7])[NH:8][C@H:9]([CH2:14][C:15]1[CH:20]=[CH:19][CH:18]=[CH:17][C:16]=1[F:21])[CH2:10][C:11]([NH:29][C:30]1[C:31](=[O:47])[NH:32][C:33]2[C:38]([C:39]=1[C:40]1[CH:45]=[CH:44][C:43]([F:46])=[CH:42][CH:41]=1)=[CH:37][CH:36]=[CH:35][CH:34]=2)=[O:13])([CH3:2])([CH3:3])[CH3:4]. The catalyst class is: 1. (3) Reactant: [C:1]([O:5][C:6]([N:8]1[C:16]2[C:11](=[CH:12][C:13]([CH2:17]Cl)=[CH:14][CH:15]=2)[CH:10]=[CH:9]1)=[O:7])([CH3:4])([CH3:3])[CH3:2].[CH:19]1([OH:25])[CH2:24][CH2:23][CH2:22][CH2:21][CH2:20]1. Product: [C:6]([N:8]1[C:16]2[C:11](=[CH:12][C:13]([CH2:17][O:25][CH:19]3[CH2:24][CH2:23][CH2:22][CH2:21][CH2:20]3)=[CH:14][CH:15]=2)[CH:10]=[CH:9]1)([O:5][C:1]([CH3:4])([CH3:3])[CH3:2])=[O:7]. The catalyst class is: 27. (4) Product: [C:20]1([CH2:19][CH2:18][CH2:17][N:14]2[CH2:15][CH2:16][CH:11]([C:9]([OH:10])=[O:8])[CH2:12][CH2:13]2)[CH:21]=[CH:22][CH:23]=[CH:24][CH:25]=1. Reactant: C([O:8][C:9]([CH:11]1[CH2:16][CH2:15][N:14]([CH2:17][CH2:18][CH2:19][C:20]2[CH:25]=[CH:24][CH:23]=[CH:22][CH:21]=2)[CH2:13][CH2:12]1)=[O:10])C1C=CC=CC=1. The catalyst class is: 19.